From a dataset of Forward reaction prediction with 1.9M reactions from USPTO patents (1976-2016). Predict the product of the given reaction. (1) Given the reactants [O:1]1[CH2:6][CH2:5][CH:4]([N:7]2[CH2:17][CH2:16][C:10]3([CH:12]([C:13]([OH:15])=O)[CH2:11]3)[CH2:9][CH2:8]2)[CH2:3][CH2:2]1.CN(C(ON1N=NC2C=CC=CC1=2)=[N+](C)C)C.F[P-](F)(F)(F)(F)F.CCN(C(C)C)C(C)C.Cl.Cl.[CH:53]1([N:57]2[CH2:62][CH2:61][NH:60][CH2:59][CH2:58]2)[CH2:56][CH2:55][CH2:54]1, predict the reaction product. The product is: [CH:53]1([N:57]2[CH2:62][CH2:61][N:60]([C:13]([CH:12]3[C:10]4([CH2:9][CH2:8][N:7]([CH:4]5[CH2:3][CH2:2][O:1][CH2:6][CH2:5]5)[CH2:17][CH2:16]4)[CH2:11]3)=[O:15])[CH2:59][CH2:58]2)[CH2:56][CH2:55][CH2:54]1. (2) Given the reactants C([N:3]([CH2:6][CH3:7])[CH2:4][CH3:5])C.[C:8]([OH:12])([CH3:11])([CH3:10])[CH3:9].C1C=CC(P(N=[N+]=[N-])(C2C=CC=CC=2)=[O:20])=CC=1.C[C:31]1[O:32][C:33]2C=C(C(O)=O)[CH:37]=[CH:36][C:34]=2[N:35]=1, predict the reaction product. The product is: [C:8]([O:12][C:31](=[O:32])[NH:35][C:34]1[CH:33]=[CH:7][C:6]2[N:3]=[C:4]([CH3:5])[O:20][C:37]=2[CH:36]=1)([CH3:11])([CH3:10])[CH3:9]. (3) Given the reactants [Cl:1][C:2]1[C:7]([F:8])=[C:6]([F:9])[CH:5]=[CH:4][C:3]=1[CH2:10][NH:11][C:12](=[O:20])[CH2:13][C:14]1[N:18]([CH3:19])[N:17]=[CH:16][CH:15]=1.[B-](F)(F)(F)[F:22].[B-](F)(F)(F)F.C1[N+]2(CCl)CC[N+](F)(CC2)C1, predict the reaction product. The product is: [Cl:1][C:2]1[C:7]([F:8])=[C:6]([F:9])[CH:5]=[CH:4][C:3]=1[CH2:10][NH:11][C:12](=[O:20])[CH2:13][C:14]1[N:18]([CH3:19])[N:17]=[CH:16][C:15]=1[F:22]. (4) The product is: [Cl:1][C:2]1[C:9]([O:10][Si:21]([C:34]([CH3:37])([CH3:36])[CH3:35])([C:28]2[CH:29]=[CH:30][CH:31]=[CH:32][CH:33]=2)[C:22]2[CH:27]=[CH:26][CH:25]=[CH:24][CH:23]=2)=[CH:8][CH:7]=[C:6]([F:12])[C:3]=1[CH:4]=[O:5]. Given the reactants [Cl:1][C:2]1[C:9]([O:10]C)=[CH:8][CH:7]=[C:6]([F:12])[C:3]=1[CH:4]=[O:5].ClC1C(O[Si:21]([C:34]([CH3:37])([CH3:36])[CH3:35])([C:28]2[CH:33]=[CH:32][CH:31]=[CH:30][CH:29]=2)[C:22]2[CH:27]=[CH:26][CH:25]=[CH:24][CH:23]=2)=C(F)C=CC=1[C@@H](O)C, predict the reaction product. (5) Given the reactants CC(C)([O-])C.[K+].[C:7]1([CH2:13][C:14]#[N:15])[CH:12]=[CH:11][CH:10]=[CH:9][CH:8]=1.Cl[C:17]1[CH:22]=[C:21]([S:23][CH3:24])[N:20]=[CH:19][N:18]=1.[Cl-].[NH4+], predict the reaction product. The product is: [C:14]([CH:13]([C:17]1[CH:22]=[C:21]([S:23][CH3:24])[N:20]=[CH:19][N:18]=1)[C:7]1[CH:12]=[CH:11][CH:10]=[CH:9][CH:8]=1)#[N:15]. (6) Given the reactants CC1([O:8]/[N:9]=[C:10]2\[NH:11][CH2:12][C:13]3[C:18]\2=[CH:17][CH:16]=[C:15]([NH:19][C:20]2[C:28]4[C:23](=[CH:24][N:25]=[CH:26][CH:27]=4)[O:22][C:21]=2[C:29]2[N:34]=[CH:33][CH:32]=[CH:31][N:30]=2)[CH:14]=3)C=CC=CC1, predict the reaction product. The product is: [N:30]1[CH:31]=[CH:32][CH:33]=[N:34][C:29]=1[C:21]1[O:22][C:23]2=[CH:24][N:25]=[CH:26][CH:27]=[C:28]2[C:20]=1[NH:19][C:15]1[CH:14]=[C:13]2[C:18](=[CH:17][CH:16]=1)/[C:10](=[N:9]/[OH:8])/[NH:11][CH2:12]2. (7) Given the reactants [CH:1]([O:4][C:5]1[CH:13]=[CH:12][C:8]([C:9]([OH:11])=O)=[CH:7][C:6]=1[CH3:14])([CH3:3])[CH3:2].C(N(CC)CC)C.Cl.[CH2:23]([N:30]1[C:40]([CH3:42])([CH3:41])[CH2:39][O:38][C:32]2([CH2:37][CH2:36][NH:35][CH2:34][CH2:33]2)[CH2:31]1)[C:24]1[CH:29]=[CH:28][CH:27]=[CH:26][CH:25]=1, predict the reaction product. The product is: [CH2:23]([N:30]1[C:40]([CH3:42])([CH3:41])[CH2:39][O:38][C:32]2([CH2:33][CH2:34][N:35]([C:9]([C:8]3[CH:12]=[CH:13][C:5]([O:4][CH:1]([CH3:2])[CH3:3])=[C:6]([CH3:14])[CH:7]=3)=[O:11])[CH2:36][CH2:37]2)[CH2:31]1)[C:24]1[CH:29]=[CH:28][CH:27]=[CH:26][CH:25]=1. (8) Given the reactants [NH:1]1[C:9]2[C:4](=[N:5][CH:6]=[CH:7][CH:8]=2)[CH2:3][CH2:2]1.Cl[C:11]1[N:16]=[CH:15][N:14]=[C:13]([Cl:17])[CH:12]=1.[C:18](=O)([O-])[O-].[Cs+].[Cs+], predict the reaction product. The product is: [Cl:17][C:13]1[N:14]=[CH:15][N:16]=[C:11]([N:1]2[C:9]3[C:4](=[N:5][CH:6]=[CH:7][CH:8]=3)[CH2:3][CH2:2]2)[C:12]=1[CH3:18].